Dataset: NCI-60 drug combinations with 297,098 pairs across 59 cell lines. Task: Regression. Given two drug SMILES strings and cell line genomic features, predict the synergy score measuring deviation from expected non-interaction effect. (1) Drug 1: CN(CC1=CN=C2C(=N1)C(=NC(=N2)N)N)C3=CC=C(C=C3)C(=O)NC(CCC(=O)O)C(=O)O. Drug 2: CS(=O)(=O)OCCCCOS(=O)(=O)C. Cell line: A498. Synergy scores: CSS=33.6, Synergy_ZIP=-9.97, Synergy_Bliss=-3.41, Synergy_Loewe=-50.2, Synergy_HSA=-2.12. (2) Drug 1: CC(C1=C(C=CC(=C1Cl)F)Cl)OC2=C(N=CC(=C2)C3=CN(N=C3)C4CCNCC4)N. Drug 2: CC12CCC3C(C1CCC2O)C(CC4=C3C=CC(=C4)O)CCCCCCCCCS(=O)CCCC(C(F)(F)F)(F)F. Cell line: SNB-75. Synergy scores: CSS=3.58, Synergy_ZIP=-1.42, Synergy_Bliss=-0.857, Synergy_Loewe=-0.693, Synergy_HSA=-1.12.